The task is: Regression. Given a peptide amino acid sequence and an MHC pseudo amino acid sequence, predict their binding affinity value. This is MHC class I binding data.. This data is from Peptide-MHC class I binding affinity with 185,985 pairs from IEDB/IMGT. (1) The peptide sequence is FMNDLQVSR. The MHC is HLA-A02:03 with pseudo-sequence HLA-A02:03. The binding affinity (normalized) is 0.370. (2) The peptide sequence is GGDNRRGL. The MHC is Mamu-B08 with pseudo-sequence Mamu-B08. The binding affinity (normalized) is 0.0695. (3) The peptide sequence is SAEDNYLAKL. The MHC is HLA-A02:01 with pseudo-sequence HLA-A02:01. The binding affinity (normalized) is 0. (4) The MHC is HLA-B08:03 with pseudo-sequence HLA-B08:03. The peptide sequence is KVMVICYAY. The binding affinity (normalized) is 0.0847. (5) The peptide sequence is FLSGKGLGKT. The MHC is HLA-A02:03 with pseudo-sequence HLA-A02:03. The binding affinity (normalized) is 0.680. (6) The peptide sequence is KFYHYSVYI. The MHC is H-2-Kb with pseudo-sequence H-2-Kb. The binding affinity (normalized) is 0.226. (7) The peptide sequence is KEENMVKSQV. The MHC is HLA-B44:03 with pseudo-sequence HLA-B44:03. The binding affinity (normalized) is 0.0477. (8) The peptide sequence is YMLFTKFFY. The MHC is HLA-A30:02 with pseudo-sequence HLA-A30:02. The binding affinity (normalized) is 1.00. (9) The peptide sequence is MQVFFGYFA. The MHC is HLA-A02:02 with pseudo-sequence HLA-A02:02. The binding affinity (normalized) is 0.788. (10) The peptide sequence is LTARATWATN. The MHC is HLA-A32:01 with pseudo-sequence HLA-A32:01. The binding affinity (normalized) is 0.0108.